This data is from Forward reaction prediction with 1.9M reactions from USPTO patents (1976-2016). The task is: Predict the product of the given reaction. (1) Given the reactants [CH2:1]([O:4][C:5]1[CH:10]=[CH:9][C:8](/[CH:11]=[C:12](\[CH3:26])/[C:13]([NH:15][C:16]2[N:21]=[CH:20][C:19]([C:22]([O:24]C)=[O:23])=[CH:18][CH:17]=2)=[O:14])=[CH:7][CH:6]=1)[CH:2]=[CH2:3].[Li+].[OH-], predict the reaction product. The product is: [CH2:1]([O:4][C:5]1[CH:6]=[CH:7][C:8](/[CH:11]=[C:12](\[CH3:26])/[C:13]([NH:15][C:16]2[N:21]=[CH:20][C:19]([C:22]([OH:24])=[O:23])=[CH:18][CH:17]=2)=[O:14])=[CH:9][CH:10]=1)[CH:2]=[CH2:3]. (2) The product is: [CH:12]([C:11]1[CH:14]=[C:15]([CH3:18])[C:16]([O:17][CH2:4][C:5]([OH:7])=[O:6])=[C:9]([CH3:8])[CH:10]=1)=[O:13]. Given the reactants [OH-].[Na+].Br[CH2:4][C:5]([OH:7])=[O:6].[CH3:8][C:9]1[CH:10]=[C:11]([CH:14]=[C:15]([CH3:18])[C:16]=1[OH:17])[CH:12]=[O:13].Cl, predict the reaction product. (3) Given the reactants Cl[C:2]1[C:3]2[C:4](=[CH:13][N:14](CC3C=CC(OC)=CC=3)[N:15]=2)[N:5]=[C:6]([C:8]2[CH:12]=[CH:11][S:10][CH:9]=2)[N:7]=1.[NH2:25][C:26]1[CH:36]=[CH:35][C:29]2[O:30][CH2:31][C:32](=[O:34])[NH:33][C:28]=2[CH:27]=1.Cl, predict the reaction product. The product is: [S:10]1[CH:11]=[CH:12][C:8]([C:6]2[N:7]=[C:2]([NH:25][C:26]3[CH:36]=[CH:35][C:29]4[O:30][CH2:31][C:32](=[O:34])[NH:33][C:28]=4[CH:27]=3)[C:3]3[NH:15][N:14]=[CH:13][C:4]=3[N:5]=2)=[CH:9]1. (4) Given the reactants [Cl:1][C:2]1[CH:3]=[C:4]([NH:19][C:20]2[C:30]3[CH:29]=[C:28]([C:31](O)=[O:32])[CH2:27][CH2:26][NH:25][C:24]=3[N:23]=[CH:22][N:21]=2)[CH:5]=[CH:6][C:7]=1[O:8][C:9]1[CH:14]=[CH:13][CH:12]=[C:11]([C:15]([F:18])([F:17])[F:16])[CH:10]=1.C(N(CC)CC)C.ClC(OCC(C)C)=O.[BH4-].[Na+], predict the reaction product. The product is: [Cl:1][C:2]1[CH:3]=[C:4]([NH:19][C:20]2[C:30]3[CH:29]=[C:28]([CH2:31][OH:32])[CH2:27][CH2:26][NH:25][C:24]=3[N:23]=[CH:22][N:21]=2)[CH:5]=[CH:6][C:7]=1[O:8][C:9]1[CH:14]=[CH:13][CH:12]=[C:11]([C:15]([F:18])([F:16])[F:17])[CH:10]=1.